This data is from Reaction yield outcomes from USPTO patents with 853,638 reactions. The task is: Predict the reaction yield, written as a fraction of the theoretical maximum amount of product (1.0 means a 100% yield; for example, 0.34 means a 34% yield). (1) The yield is 0.886. The reactants are [NH2:1][C@H:2]([C:5]([OH:7])=[O:6])[CH2:3][SH:4].[OH-].[Na+].[CH:10]1([CH2:13]Br)[CH2:12][CH2:11]1.Cl. The product is [CH:10]1([CH2:13][S:4][CH2:3][C@@H:2]([C:5]([OH:7])=[O:6])[NH2:1])[CH2:12][CH2:11]1. The catalyst is C(O)C. (2) The reactants are [CH3:1][O:2][C:3]1[CH:8]=[C:7]([O:9][CH3:10])[N:6]=[C:5]([CH2:11][C:12](=O)[CH3:13])[N:4]=1.Cl.[CH2:16]([C:18]1[CH:23]=[CH:22][CH:21]=[CH:20][C:19]=1[NH:24]N)[CH3:17]. The catalyst is [Cl-].[Zn+2].[Cl-].C1(C)C=CC=CC=1. The product is [CH3:1][O:2][C:3]1[CH:8]=[C:7]([O:9][CH3:10])[N:6]=[C:5]([C:11]2[C:20]3[C:19](=[C:18]([CH2:16][CH3:17])[CH:23]=[CH:22][CH:21]=3)[NH:24][C:12]=2[CH3:13])[N:4]=1. The yield is 0.803. (3) The reactants are [OH:1][CH:2]([CH3:23])[CH2:3][CH2:4][C:5]1[O:6][C:7]2[C:16]3[CH:15]([CH2:17][CH2:18][NH:19][C:20](=[O:22])[CH3:21])[CH2:14][CH2:13][C:12]=3[CH:11]=[CH:10][C:8]=2[N:9]=1.C[N+]1([O-])CCOCC1.O. The catalyst is C(#N)C. The product is [O:1]=[C:2]([CH3:23])[CH2:3][CH2:4][C:5]1[O:6][C:7]2[C:16]3[CH:15]([CH2:17][CH2:18][NH:19][C:20](=[O:22])[CH3:21])[CH2:14][CH2:13][C:12]=3[CH:11]=[CH:10][C:8]=2[N:9]=1. The yield is 0.310. (4) The reactants are C(=O)(O)[O-].[Na+].[N:6]1[C:11]2[O:12][CH2:13][CH2:14][O:15][C:10]=2[CH:9]=[C:8]([CH2:16][NH:17][CH:18]2[CH2:23][CH2:22][N:21]([C:24]([O:26][CH2:27][C:28]3[CH:33]=[CH:32][CH:31]=[CH:30][CH:29]=3)=[O:25])[CH2:20][CH2:19]2)[N:7]=1.[C:34](O[C:34]([O:36][C:37]([CH3:40])([CH3:39])[CH3:38])=[O:35])([O:36][C:37]([CH3:40])([CH3:39])[CH3:38])=[O:35]. The catalyst is CO. The product is [N:6]1[C:11]2[O:12][CH2:13][CH2:14][O:15][C:10]=2[CH:9]=[C:8]([CH2:16][N:17]([C:34]([O:36][C:37]([CH3:40])([CH3:39])[CH3:38])=[O:35])[CH:18]2[CH2:19][CH2:20][N:21]([C:24]([O:26][CH2:27][C:28]3[CH:33]=[CH:32][CH:31]=[CH:30][CH:29]=3)=[O:25])[CH2:22][CH2:23]2)[N:7]=1. The yield is 0.850. (5) The reactants are [CH:1]([C:3]1[CH:4]=[CH:5][C:6]([NH:9][C:10](=[O:15])[C:11]([CH3:14])([CH3:13])[CH3:12])=[N:7][CH:8]=1)=[CH2:2]. The catalyst is CCO.[Pd]. The product is [CH2:1]([C:3]1[CH:4]=[CH:5][C:6]([NH:9][C:10](=[O:15])[C:11]([CH3:14])([CH3:13])[CH3:12])=[N:7][CH:8]=1)[CH3:2]. The yield is 0.950. (6) The reactants are Cl[C:2]1[CH:3]=[C:4]([NH:10][C:11]2[CH:21]=[C:14]3[CH2:15][O:16][C:17]([CH3:20])([CH3:19])[CH2:18][N:13]3[N:12]=2)[C:5](=[O:9])[N:6]([CH3:8])[N:7]=1.[C:22]([O:25][CH2:26][C:27]1[C:28]([N:42]2[CH2:53][CH2:52][C:51]3[C:50]4[CH2:49][C:48]([CH3:55])([CH3:54])[CH2:47][C:46]=4[S:45][C:44]=3[C:43]2=[O:56])=[N:29][CH:30]=[CH:31][C:32]=1B1OC(C)(C)C(C)(C)O1)(=[O:24])[CH3:23].C([O-])(=O)C.[Na+].[O-]P([O-])([O-])=O.[K+].[K+].[K+]. The catalyst is C1C=CC(P(C2C=CC=CC=2)[C-]2C=CC=C2)=CC=1.C1C=CC(P(C2C=CC=CC=2)[C-]2C=CC=C2)=CC=1.Cl[Pd]Cl.[Fe+2].O.C(#N)C. The product is [C:22]([O:25][CH2:26][C:27]1[C:28]([N:42]2[CH2:53][CH2:52][C:51]3[C:50]4[CH2:49][C:48]([CH3:55])([CH3:54])[CH2:47][C:46]=4[S:45][C:44]=3[C:43]2=[O:56])=[N:29][CH:30]=[CH:31][C:32]=1[C:2]1[CH:3]=[C:4]([NH:10][C:11]2[CH:21]=[C:14]3[N:13]([N:12]=2)[CH2:18][C:17]([CH3:20])([CH3:19])[O:16][CH2:15]3)[C:5](=[O:9])[N:6]([CH3:8])[N:7]=1)(=[O:24])[CH3:23]. The yield is 0.250.